This data is from Peptide-MHC class II binding affinity with 134,281 pairs from IEDB. The task is: Regression. Given a peptide amino acid sequence and an MHC pseudo amino acid sequence, predict their binding affinity value. This is MHC class II binding data. (1) The peptide sequence is YDKFLANVSTVGTGK. The MHC is DRB1_0101 with pseudo-sequence DRB1_0101. The binding affinity (normalized) is 0.801. (2) The peptide sequence is QNLARTISEAGQAMA. The MHC is DRB1_1602 with pseudo-sequence DRB1_1602. The binding affinity (normalized) is 0.408.